From a dataset of Forward reaction prediction with 1.9M reactions from USPTO patents (1976-2016). Predict the product of the given reaction. Given the reactants [C:1]([C:4]1[CH:54]=[CH:53][C:7]([C:8]([N:10]2[CH2:16][C@H:15]([NH:17][C:18](=[O:30])[C@@H:19]([N:21]([CH3:29])[C:22](=[O:28])[O:23][C:24]([CH3:27])([CH3:26])[CH3:25])[CH3:20])[C:14](=[O:31])[N:13]([CH2:32][C:33]3[C:42]4[C:37](=[CH:38][CH:39]=[CH:40][CH:41]=4)[N:36]=[CH:35][C:34]=3[O:43][CH2:44][C:45]([F:48])([F:47])[F:46])[C:12]3[CH:49]=[CH:50][CH:51]=[CH:52][C:11]2=3)=[O:9])=[CH:6][CH:5]=1)(=[O:3])[CH3:2].ClC1C=C(C=CC=1)C(OO)=[O:60], predict the reaction product. The product is: [C:1]([C:4]1[CH:5]=[CH:6][C:7]([C:8]([N:10]2[CH2:16][C@H:15]([NH:17][C:18](=[O:30])[C@@H:19]([N:21]([C:22]([O:23][C:24]([CH3:25])([CH3:26])[CH3:27])=[O:28])[CH3:29])[CH3:20])[C:14](=[O:31])[N:13]([CH2:32][C:33]3[C:42]4[C:37](=[CH:38][CH:39]=[CH:40][CH:41]=4)[N+:36]([O-:60])=[CH:35][C:34]=3[O:43][CH2:44][C:45]([F:46])([F:47])[F:48])[C:12]3[CH:49]=[CH:50][CH:51]=[CH:52][C:11]2=3)=[O:9])=[CH:53][CH:54]=1)(=[O:3])[CH3:2].